The task is: Predict the product of the given reaction.. This data is from Forward reaction prediction with 1.9M reactions from USPTO patents (1976-2016). (1) Given the reactants [CH:1]12[CH2:7][CH:4]([CH2:5][CH2:6]1)[CH:3]=[CH:2]2.[F:8][C:9]([F:17])([F:16])[CH:10]([OH:15])[C:11]([F:14])([F:13])[F:12].C(O)(C)C.[Cl:22][Si:23](Cl)([Cl:25])[Cl:24], predict the reaction product. The product is: [C:1]12([Si:23]([Cl:25])([Cl:24])[Cl:22])[CH2:7][CH:4]([CH2:5][CH2:6]1)[CH2:3][CH2:2]2.[F:8][C:9]([F:17])([F:16])[CH:10]([OH:15])[C:11]([F:14])([F:13])[F:12]. (2) Given the reactants [Cl:1][C:2]1[N:7]=[CH:6][C:5]([CH:8]([C:16]2[CH:21]=[CH:20][CH:19]=[CH:18][CH:17]=2)[C:9]([CH3:15])([CH3:14])[C:10]([O:12]C)=[O:11])=[CH:4][CH:3]=1.O.[OH-].[Li+].O, predict the reaction product. The product is: [Cl:1][C:2]1[N:7]=[CH:6][C:5]([CH:8]([C:16]2[CH:17]=[CH:18][CH:19]=[CH:20][CH:21]=2)[C:9]([CH3:15])([CH3:14])[C:10]([OH:12])=[O:11])=[CH:4][CH:3]=1. (3) Given the reactants [C:1]1([NH:7][C:8]([C:10]2[CH:17]=[CH:16][C:13]([CH2:14][NH2:15])=[CH:12][CH:11]=2)=[O:9])[CH:6]=[CH:5][CH:4]=[CH:3][CH:2]=1.[F:18][C:19]([F:45])([F:44])[C:20]1[CH:25]=[CH:24][C:23]([C:26]2[C:27]([C:32]([NH:34][C:35]3[CH:36]=[N:37][CH:38]=[C:39]([CH:43]=3)[C:40](O)=[O:41])=[O:33])=[CH:28][CH:29]=[CH:30][CH:31]=2)=[CH:22][CH:21]=1.CN(C(ON1N=NC2C=CC=CC1=2)=[N+](C)C)C.[B-](F)(F)(F)F.C(N(C(C)C)C(C)C)C, predict the reaction product. The product is: [C:1]1([NH:7][C:8]([C:10]2[CH:11]=[CH:12][C:13]([CH2:14][NH:15][C:40](=[O:41])[C:39]3[CH:43]=[C:35]([NH:34][C:32]([C:27]4[C:26]([C:23]5[CH:24]=[CH:25][C:20]([C:19]([F:45])([F:18])[F:44])=[CH:21][CH:22]=5)=[CH:31][CH:30]=[CH:29][CH:28]=4)=[O:33])[CH:36]=[N:37][CH:38]=3)=[CH:16][CH:17]=2)=[O:9])[CH:2]=[CH:3][CH:4]=[CH:5][CH:6]=1.